Dataset: Peptide-MHC class II binding affinity with 134,281 pairs from IEDB. Task: Regression. Given a peptide amino acid sequence and an MHC pseudo amino acid sequence, predict their binding affinity value. This is MHC class II binding data. (1) The peptide sequence is YDSFLANVSTVLTGK. The MHC is DRB1_1001 with pseudo-sequence DRB1_1001. The binding affinity (normalized) is 0.650. (2) The peptide sequence is INEPTAYAIAYGLDR. The MHC is HLA-DQA10501-DQB10301 with pseudo-sequence HLA-DQA10501-DQB10301. The binding affinity (normalized) is 0.558. (3) The peptide sequence is YDFNKLTALAVSQLT. The MHC is H-2-IAb with pseudo-sequence H-2-IAb. The binding affinity (normalized) is 0.380. (4) The peptide sequence is GCIHMARSLANEWRD. The MHC is DRB1_0401 with pseudo-sequence DRB1_0401. The binding affinity (normalized) is 0.678. (5) The peptide sequence is SIHQRAVLTVDH. The MHC is H-2-IAs with pseudo-sequence H-2-IAs. The binding affinity (normalized) is 0. (6) The peptide sequence is KVGEVCSFYADPKRY. The MHC is H-2-IAb with pseudo-sequence H-2-IAb. The binding affinity (normalized) is 0.0539. (7) The peptide sequence is SGHVIPACKNLSPSA. The MHC is HLA-DQA10301-DQB10302 with pseudo-sequence HLA-DQA10301-DQB10302. The binding affinity (normalized) is 0. (8) The peptide sequence is THHYFVDLIGGAMLSL. The MHC is DRB1_0401 with pseudo-sequence DRB1_0401. The binding affinity (normalized) is 0.445.